Dataset: Catalyst prediction with 721,799 reactions and 888 catalyst types from USPTO. Task: Predict which catalyst facilitates the given reaction. Reactant: [I:1][C:2]1[CH:3]=[C:4]([C:8]#[N:9])[S:5][C:6]=1I.C([Mg]Cl)(C)C.[Cl:15][C:16]1[CH:23]=[CH:22][C:19]([CH:20]=[O:21])=[CH:18][CH:17]=1.[NH4+].[Cl-]. Product: [Cl:15][C:16]1[CH:23]=[CH:22][C:19]([CH:20]([OH:21])[C:6]2[S:5][C:4]([C:8]#[N:9])=[CH:3][C:2]=2[I:1])=[CH:18][CH:17]=1. The catalyst class is: 1.